Dataset: Full USPTO retrosynthesis dataset with 1.9M reactions from patents (1976-2016). Task: Predict the reactants needed to synthesize the given product. (1) Given the product [CH3:25][CH:24]([CH3:26])[C:23](=[O:27])[CH2:22][NH:14][C:3]([CH3:2])([C:5]1[CH:10]=[CH:9][CH:8]=[C:7]([N+:11]([O-:13])=[O:12])[CH:6]=1)[CH3:4], predict the reactants needed to synthesize it. The reactants are: Cl.[CH3:2][C:3]([NH2:14])([C:5]1[CH:10]=[CH:9][CH:8]=[C:7]([N+:11]([O-:13])=[O:12])[CH:6]=1)[CH3:4].C(=O)([O-])[O-].[K+].[K+].Br[CH2:22][C:23](=[O:27])[CH:24]([CH3:26])[CH3:25]. (2) Given the product [C:18]([O:17][C:15]([N:6]1[CH2:5][C:4]2[C:8](=[CH:9][C:10]([C:11]([F:12])([F:14])[F:13])=[C:2]([I:1])[CH:3]=2)[CH2:7]1)=[O:16])([CH3:21])([CH3:20])[CH3:19], predict the reactants needed to synthesize it. The reactants are: [I:1][C:2]1[CH:3]=[C:4]2[C:8](=[CH:9][C:10]=1[C:11]([F:14])([F:13])[F:12])[CH2:7][NH:6][CH2:5]2.[C:15](O[C:15]([O:17][C:18]([CH3:21])([CH3:20])[CH3:19])=[O:16])([O:17][C:18]([CH3:21])([CH3:20])[CH3:19])=[O:16]. (3) Given the product [OH:19][C:13]1[C:12]([CH3:23])=[C:11]2[C:16]([C:17](=[O:18])[CH:8]([C:5]3[CH:6]=[CH:7][C:2]([OH:1])=[CH:3][CH:4]=3)[CH2:9][O:10]2)=[CH:15][CH:14]=1, predict the reactants needed to synthesize it. The reactants are: [OH:1][C:2]1[CH:7]=[CH:6][C:5]([CH:8]2[C:17](=[O:18])[C:16]3[C:11](=[C:12]([CH3:23])[C:13]([O:19]C(=O)C)=[CH:14][CH:15]=3)[O:10][CH2:9]2)=[CH:4][CH:3]=1.N1C=CN=C1. (4) Given the product [Br:1][C:2]1[CH:7]=[CH:6][C:5]([S:8]([NH:22][CH2:18][CH:19]([CH3:21])[CH3:20])(=[O:10])=[O:9])=[CH:4][CH:3]=1, predict the reactants needed to synthesize it. The reactants are: [Br:1][C:2]1[CH:7]=[CH:6][C:5]([S:8](Cl)(=[O:10])=[O:9])=[CH:4][CH:3]=1.N1C=CC=CC=1.[CH2:18]([NH2:22])[CH:19]([CH3:21])[CH3:20].Cl. (5) Given the product [NH2:13][C:12]1[CH:11]=[CH:10][C:9]([N:16]2[CH2:21][CH2:20][N:19]([C:22](=[O:24])[CH3:23])[CH:18]([CH3:25])[CH2:17]2)=[CH:8][C:7]=1[O:6][CH3:5], predict the reactants needed to synthesize it. The reactants are: C([O-])=O.[NH4+].[CH3:5][O:6][C:7]1[CH:8]=[C:9]([N:16]2[CH2:21][CH2:20][N:19]([C:22](=[O:24])[CH3:23])[CH:18]([CH3:25])[CH2:17]2)[CH:10]=[CH:11][C:12]=1[N+:13]([O-])=O. (6) The reactants are: CO[C:3]1[CH:19]=[C:18]([NH:20]C)[C:17]([N+:22]([O-])=O)=[CH:16][C:4]=1[O:5][C:6]1[CH:11]=[CH:10][N:9]=[C:8]([C:12](NC)=O)C=1.[CH3:25][CH2:26]O. Given the product [N:9]1([CH2:10][CH2:11][CH2:6][O:5][C:4]2[CH:16]=[C:17]([NH2:22])[C:18]([NH2:20])=[CH:19][CH:3]=2)[CH2:8][CH2:12][CH2:26][CH2:25]1, predict the reactants needed to synthesize it. (7) Given the product [OH:8][CH2:9][CH2:10][C:11]1[CH:12]=[CH:13][CH:14]=[C:15]2[C:19]=1[NH:18][CH:17]=[C:16]2[C:20](=[O:28])[CH2:21][C:22]1[CH:27]=[CH:26][CH:25]=[CH:24][CH:23]=1, predict the reactants needed to synthesize it. The reactants are: [Si]([O:8][CH2:9][CH2:10][C:11]1[CH:12]=[CH:13][CH:14]=[C:15]2[C:19]=1[NH:18][CH:17]=[C:16]2[C:20](=[O:28])[CH2:21][C:22]1[CH:27]=[CH:26][CH:25]=[CH:24][CH:23]=1)(C(C)(C)C)(C)C.Cl.O1CCOCC1. (8) Given the product [CH:27]1([CH2:30][N:31]2[CH:35]=[C:34]([C:2]3[CH:11]=[C:10]4[C:5]([CH2:6][CH:7]([CH3:26])[N:8]([C:12]5[CH:17]=[C:16]([N:18]6[CH2:19][CH2:20][N:21]([CH3:24])[CH2:22][CH2:23]6)[N:15]=[C:14]([NH2:25])[N:13]=5)[CH2:9]4)=[CH:4][CH:3]=3)[CH:33]=[N:32]2)[CH2:29][CH2:28]1, predict the reactants needed to synthesize it. The reactants are: Br[C:2]1[CH:11]=[C:10]2[C:5]([CH2:6][CH:7]([CH3:26])[N:8]([C:12]3[CH:17]=[C:16]([N:18]4[CH2:23][CH2:22][N:21]([CH3:24])[CH2:20][CH2:19]4)[N:15]=[C:14]([NH2:25])[N:13]=3)[CH2:9]2)=[CH:4][CH:3]=1.[CH:27]1([CH2:30][N:31]2[CH:35]=[C:34](B3OC(C)(C)C(C)(C)O3)[CH:33]=[N:32]2)[CH2:29][CH2:28]1.C(=O)(O)[O-].[Na+].O1CCOCC1. (9) Given the product [Cl:46][C:43]1[CH:44]=[CH:45][C:40]([C:37]2[CH:38]=[CH:39][C:34]([C:33]#[C:32][CH2:31][CH2:30][C:27]3[CH:26]=[CH:25][C:24]([CH2:23][N:21]([CH3:22])[CH:18]4[CH2:19][CH2:20][NH:15][CH2:16][CH2:17]4)=[CH:29][CH:28]=3)=[N:35][CH:36]=2)=[CH:41][CH:42]=1, predict the reactants needed to synthesize it. The reactants are: FC(F)(F)C(O)=O.C(OC([N:15]1[CH2:20][CH2:19][CH:18]([N:21]([CH2:23][C:24]2[CH:29]=[CH:28][C:27]([CH2:30][CH2:31][C:32]#[C:33][C:34]3[CH:39]=[CH:38][C:37]([C:40]4[CH:45]=[CH:44][C:43]([Cl:46])=[CH:42][CH:41]=4)=[CH:36][N:35]=3)=[CH:26][CH:25]=2)[CH3:22])[CH2:17][CH2:16]1)=O)(C)(C)C.